Dataset: Full USPTO retrosynthesis dataset with 1.9M reactions from patents (1976-2016). Task: Predict the reactants needed to synthesize the given product. (1) Given the product [N:1]1([CH2:7][CH2:8][NH:9][C:10]([C:12]2[NH:13][C:14]([CH:18]=[C:19]3[C:27]4[C:26]([NH:35][C:34]5[CH:36]=[CH:37][CH:38]=[C:32]([C:30]#[CH:31])[CH:33]=5)=[N:25][CH:24]=[N:23][C:22]=4[NH:21][C:20]3=[O:29])=[C:15]([CH3:17])[CH:16]=2)=[O:11])[CH2:6][CH2:5][O:4][CH2:3][CH2:2]1, predict the reactants needed to synthesize it. The reactants are: [N:1]1([CH2:7][CH2:8][NH:9][C:10]([C:12]2[NH:13][C:14]([CH:18]=[C:19]3[C:27]4[C:26](Cl)=[N:25][CH:24]=[N:23][C:22]=4[NH:21][C:20]3=[O:29])=[C:15]([CH3:17])[CH:16]=2)=[O:11])[CH2:6][CH2:5][O:4][CH2:3][CH2:2]1.[C:30]([C:32]1[CH:33]=[C:34]([CH:36]=[CH:37][CH:38]=1)[NH2:35])#[CH:31].Cl. (2) Given the product [CH2:34]([C@H:14]([CH2:13][CH2:12][C@@H:8]([CH2:1][C:2]1[CH:3]=[CH:4][CH:5]=[CH:6][CH:7]=1)[C:9]([NH:52][C@H:47]1[CH2:48][CH2:49][CH2:50][CH2:51][N:45]([CH2:41][CH:42]([CH3:43])[CH3:44])[C:46]1=[O:60])=[O:10])[C:15]([NH:17][C@H:18]1[CH2:24][CH2:23][S:22][CH:21]2[CH2:25][CH2:26][CH2:27][C@@H:28]([C:29]([O:31][CH3:32])=[O:30])[N:20]2[C:19]1=[O:33])=[O:16])[C:35]1[CH:40]=[CH:39][CH:38]=[CH:37][CH:36]=1, predict the reactants needed to synthesize it. The reactants are: [CH2:1]([C@@H:8]([CH2:12][CH2:13][C@H:14]([CH2:34][C:35]1[CH:40]=[CH:39][CH:38]=[CH:37][CH:36]=1)[C:15]([NH:17][C@H:18]1[CH2:24][CH2:23][S:22][C@H:21]2[CH2:25][CH2:26][CH2:27][C@@H:28]([C:29]([O:31][CH3:32])=[O:30])[N:20]2[C:19]1=[O:33])=[O:16])[C:9](O)=[O:10])[C:2]1[CH:7]=[CH:6][CH:5]=[CH:4][CH:3]=1.[CH2:41]([N:45]1[CH2:51][CH2:50][CH2:49][CH2:48][C@H:47]([NH:52]C(=O)OC(C)(C)C)[C:46]1=[O:60])[CH:42]([CH3:44])[CH3:43].